The task is: Regression. Given a peptide amino acid sequence and an MHC pseudo amino acid sequence, predict their binding affinity value. This is MHC class I binding data.. This data is from Peptide-MHC class I binding affinity with 185,985 pairs from IEDB/IMGT. (1) The peptide sequence is MGGAISMRR. The MHC is Mamu-B8301 with pseudo-sequence Mamu-B8301. The binding affinity (normalized) is 0.209. (2) The peptide sequence is RPPEVDGNR. The MHC is HLA-A30:01 with pseudo-sequence HLA-A30:01. The binding affinity (normalized) is 0.0847. (3) The peptide sequence is FLADKKMTL. The MHC is BoLA-T2C with pseudo-sequence BoLA-T2C. The binding affinity (normalized) is 0.493. (4) The binding affinity (normalized) is 0.0847. The MHC is HLA-A02:01 with pseudo-sequence HLA-A02:01. The peptide sequence is ERSDKSYEH.